Dataset: Reaction yield outcomes from USPTO patents with 853,638 reactions. Task: Predict the reaction yield, written as a fraction of the theoretical maximum amount of product (1.0 means a 100% yield; for example, 0.34 means a 34% yield). (1) The reactants are [CH3:1][C:2]1[CH:19]=[CH:18][C:5]([C:6]([NH:8][C:9]2[S:10][C:11]3[CH2:17][CH2:16][CH2:15][CH2:14][C:12]=3[N:13]=2)=[O:7])=[CH:4][CH:3]=1.Br[CH:21]([CH3:27])[C:22]([O:24]CC)=[O:23].S1C2C=CC=CC=2N=C1NC(=O)C1C=CC(C(F)(F)F)=CC=1.BrCC(OCC)=O. No catalyst specified. The product is [CH3:1][C:2]1[CH:3]=[CH:4][C:5]([C:6]([N:8]=[C:9]2[N:13]([CH:21]([CH3:27])[C:22]([OH:24])=[O:23])[C:12]3[CH2:14][CH2:15][CH2:16][CH2:17][C:11]=3[S:10]2)=[O:7])=[CH:18][CH:19]=1. The yield is 0.950. (2) The reactants are [NH2:1][C:2]1[C:3]([Br:8])=[N:4][CH:5]=[CH:6][CH:7]=1.Cl[C:10]([O:12][CH2:13][CH3:14])=[O:11]. The catalyst is N1C=CC=CC=1.[Cl-].[Na+].O. The product is [CH2:13]([O:12][C:10](=[O:11])[NH:1][C:2]1[C:3]([Br:8])=[N:4][CH:5]=[CH:6][CH:7]=1)[CH3:14]. The yield is 0.280. (3) The reactants are [CH2:1]([NH2:4])[CH2:2][NH2:3].Br[C:6]1[C:11]([CH3:12])=[C:10]([CH3:13])[C:9]([CH3:14])=[C:8]([CH3:15])[C:7]=1[CH3:16].CC(C)([O-])C.[Na+].O. The catalyst is C1(C)C=CC=CC=1.C1C=CC(/C=C/C(/C=C/C2C=CC=CC=2)=O)=CC=1.C1C=CC(/C=C/C(/C=C/C2C=CC=CC=2)=O)=CC=1.C1C=CC(/C=C/C(/C=C/C2C=CC=CC=2)=O)=CC=1.[Pd].[Pd].C1C=CC(P(C2C(C3C(P(C4C=CC=CC=4)C4C=CC=CC=4)=CC=C4C=3C=CC=C4)=C3C(C=CC=C3)=CC=2)C2C=CC=CC=2)=CC=1. The product is [CH3:16][C:7]1[C:8]([CH3:15])=[C:9]([CH3:14])[C:10]([CH3:13])=[C:11]([CH3:12])[C:6]=1[NH:3][CH2:2][CH2:1][NH2:4]. The yield is 0.350. (4) The catalyst is CS(C1C=CC2C3N=CC(C4C(C)=NOC=4C)=CC=3N([C@@H](C3CCOCC3)C3C=CC=CC=3)C=2C=1)(=O)=O. The product is [F:25][C:26]1[CH:27]=[CH:28][C:29]([C@H:32]([CH:34]2[CH2:35][CH2:36][O:37][CH2:38][CH2:39]2)[N:11]2[C:12]3[CH:13]=[C:5]([S:2]([CH3:1])(=[O:3])=[O:4])[CH:6]=[CH:7][C:8]=3[C:9]3[N:17]=[CH:16][C:15]([C:18]4[C:19]([CH3:24])=[N:20][O:21][C:22]=4[CH3:23])=[CH:14][C:10]2=3)=[CH:30][CH:31]=1. The yield is 0.290. The reactants are [CH3:1][S:2]([C:5]1[CH:6]=[CH:7][C:8]2[C:9]3[N:17]=[CH:16][C:15]([C:18]4[C:19]([CH3:24])=[N:20][O:21][C:22]=4[CH3:23])=[CH:14][C:10]=3[NH:11][C:12]=2[CH:13]=1)(=[O:4])=[O:3].[F:25][C:26]1[CH:31]=[CH:30][C:29]([C@@H:32]([CH:34]2[CH2:39][CH2:38][O:37][CH2:36][CH2:35]2)O)=[CH:28][CH:27]=1. (5) The reactants are [C:1]1(C2C=CC=CC=2)[CH:6]=[CH:5][C:4]([CH2:7][N:8]([CH2:16][CH2:17][CH2:18][N:19]([CH2:29][C:30]2[CH:35]=[CH:34][C:33](C3C=CC=CC=3)=[CH:32][CH:31]=2)[C:20]([O:22][CH2:23][C:24]2[S:28][CH:27]=[N:26][CH:25]=2)=[O:21])[C:9](=[O:15])[O:10][C:11](C)(C)C)=[CH:3][CH:2]=1.C(N(C(C)C)CC)(C)C.ClC(OC)=O. No catalyst specified. The product is [CH2:7]([N:8]([CH2:16][CH2:17][CH2:18][N:19]([CH2:29][C:30]1[CH:31]=[CH:32][CH:33]=[CH:34][CH:35]=1)[C:20]([O:22][CH2:23][C:24]1[S:28][CH:27]=[N:26][CH:25]=1)=[O:21])[C:9](=[O:15])[O:10][CH3:11])[C:4]1[CH:5]=[CH:6][CH:1]=[CH:2][CH:3]=1. The yield is 0.540. (6) The reactants are [C:1]([NH:6][C:7]1[C:8]2[N:9]=[CH:10][N:11]([C:43]=2[N:44]=[CH:45][N:46]=1)[C@:12]1(C(C2C=CC=CC=2)(C2C=CC=CC=2)C2C=CC=CC=2)[O:23][C@H:18]([CH2:19][O:20]OC)[C@@H:16]([OH:17])[C@H:13]1[O:14][CH3:15])(=[O:5])[CH2:2][CH2:3][CH3:4].[C:47](Cl)(=[O:54])[C:48]1[CH:53]=[CH:52][CH:51]=[CH:50][CH:49]=1. The catalyst is N1C=CC=CC=1. The product is [C:47]([O:17][C@@H:16]1[C@@H:18]([CH2:19][OH:20])[O:23][C@@H:12]([N:11]2[C:43]3[N:44]=[CH:45][N:46]=[C:7]([NH:6][C:1](=[O:5])[CH2:2][CH2:3][CH3:4])[C:8]=3[N:9]=[CH:10]2)[C@@H:13]1[O:14][CH3:15])(=[O:54])[C:48]1[CH:53]=[CH:52][CH:51]=[CH:50][CH:49]=1. The yield is 0.800. (7) The reactants are [CH2:1]([O:3][C:4](=[O:14])[CH2:5][CH2:6][C:7]1[CH:12]=[CH:11][CH:10]=[C:9]([OH:13])[CH:8]=1)[CH3:2].[Br:15]N1C(=O)CCC1=O. The catalyst is C(Cl)(Cl)Cl. The product is [CH2:1]([O:3][C:4](=[O:14])[CH2:5][CH2:6][C:7]1[CH:12]=[CH:11][C:10]([Br:15])=[C:9]([OH:13])[CH:8]=1)[CH3:2]. The yield is 0.160. (8) The reactants are [C:1]([O:5][C:6]([C@H:8]1[NH:13][C:12]([CH3:18])([C:14](OC)=[O:15])[CH2:11][C:10](=[O:19])[N:9]1[CH3:20])=[O:7])([CH3:4])([CH3:3])[CH3:2].[NH2:21][NH2:22]. The catalyst is CCO. The product is [C:1]([O:5][C:6]([C@H:8]1[NH:13][C:12]([CH3:18])([C:14]([NH:21][NH2:22])=[O:15])[CH2:11][C:10](=[O:19])[N:9]1[CH3:20])=[O:7])([CH3:4])([CH3:3])[CH3:2]. The yield is 1.00. (9) The reactants are [C:1]([O:5][C@@H:6]([C:12]1[C:41]([CH3:42])=[N:40][C:39]2=[CH:43][C:36]3=[N:37][N:38]2[C:13]=1[N:14]1[CH2:46][CH2:45][C:17]([CH3:47])([O:18][CH2:19][CH:20]=[CH:21][CH2:22][CH2:23][O:24][C:25]2[CH:26]=[CH:27][CH:28]=[CH:29][C:30]=2[CH2:31][C:32]2[S:44][C:35]3=[N:34][CH:33]=2)[CH2:16][CH2:15]1)[C:7]([O:9]CC)=[O:8])([CH3:4])([CH3:3])[CH3:2].[OH-].[Na+]. The catalyst is CO. The product is [C:1]([O:5][C@@H:6]([C:12]1[C:41]([CH3:42])=[N:40][C:39]2=[CH:43][C:36]3=[N:37][N:38]2[C:13]=1[N:14]1[CH2:15][CH2:16][C:17]([CH3:47])([O:18][CH2:19][CH:20]=[CH:21][CH2:22][CH2:23][O:24][C:25]2[CH:26]=[CH:27][CH:28]=[CH:29][C:30]=2[CH2:31][C:32]2[S:44][C:35]3=[N:34][CH:33]=2)[CH2:45][CH2:46]1)[C:7]([OH:9])=[O:8])([CH3:4])([CH3:2])[CH3:3]. The yield is 0.709. (10) The product is [CH3:1][C:2]1[N:3]=[C:4]([NH:7][C:8]2[CH:13]=[C:12]([O:14][C:16]3[CH:23]=[CH:22][C:19]([C:20]#[N:21])=[CH:18][CH:17]=3)[CH:11]=[CH:10][N:9]=2)[S:5][CH:6]=1. No catalyst specified. The reactants are [CH3:1][C:2]1[N:3]=[C:4]([NH:7][C:8]2[CH:13]=[C:12]([OH:14])[CH:11]=[CH:10][N:9]=2)[S:5][CH:6]=1.F[C:16]1[CH:23]=[CH:22][C:19]([C:20]#[N:21])=[CH:18][CH:17]=1.C(=O)([O-])[O-].[K+].[K+]. The yield is 0.200.